This data is from Catalyst prediction with 721,799 reactions and 888 catalyst types from USPTO. The task is: Predict which catalyst facilitates the given reaction. (1) Reactant: [NH2:1][C:2]1[CH:7]=[CH:6][CH:5]=[CH:4][C:3]=1[OH:8].Cl.[CH3:10][C:11](=O)[CH:12]=[CH:13][CH3:14].[OH-].[Na+]. Product: [CH3:10][C:11]1[CH:12]=[C:13]([CH3:14])[C:7]2[C:2](=[C:3]([OH:8])[CH:4]=[CH:5][CH:6]=2)[N:1]=1. The catalyst class is: 13. (2) Reactant: F[C:2]1[C:11]2[O:10][CH2:9][C@H:8]([NH:12][CH2:13][CH2:14][CH2:15][C:16]3[C:24]4[C:19](=[CH:20][CH:21]=[C:22]([F:25])[CH:23]=4)[NH:18][CH:17]=3)[CH2:7][C:6]=2[C:5]([C:26]([NH2:28])=[O:27])=[CH:4][CH:3]=1.C([O-])(O)=O.[Na+].[C:34]1(=O)[CH2:37][CH2:36][CH2:35]1.CC(O)=O.[BH3-]C#N.[Na+].[OH-].[Na+].[CH3:49][S:50](C)=O. Product: [CH:34]1([N:12]([CH2:13][CH2:14][CH2:15][C:16]2[C:24]3[C:19](=[CH:20][CH:21]=[C:22]([F:25])[CH:23]=3)[NH:18][CH:17]=2)[C@@H:8]2[CH2:7][C:6]3[C:5]([C:26]([NH2:28])=[O:27])=[CH:4][CH:3]=[C:2]([S:50][CH3:49])[C:11]=3[O:10][CH2:9]2)[CH2:37][CH2:36][CH2:35]1. The catalyst class is: 5.